Dataset: Forward reaction prediction with 1.9M reactions from USPTO patents (1976-2016). Task: Predict the product of the given reaction. Given the reactants [NH:1]1[C:5]2[CH:6]=[C:7]([C:10]3[O:14][C:13]([SH:15])=[N:12][N:11]=3)[CH:8]=[CH:9][C:4]=2[N:3]=[CH:2]1.[F:16][C:17]1[CH:24]=[CH:23][C:20]([CH2:21]Cl)=[CH:19][CH:18]=1, predict the reaction product. The product is: [F:16][C:17]1[CH:24]=[CH:23][C:20]([CH2:21][S:15][C:13]2[O:14][C:10]([C:7]3[CH:8]=[CH:9][C:4]4[NH:3][CH:2]=[N:1][C:5]=4[CH:6]=3)=[N:11][N:12]=2)=[CH:19][CH:18]=1.